This data is from Full USPTO retrosynthesis dataset with 1.9M reactions from patents (1976-2016). The task is: Predict the reactants needed to synthesize the given product. (1) Given the product [N+:1]([C:4]1[CH:5]=[CH:6][C:7]([CH2:10][CH2:11][CH2:12][CH2:13][C:14]([CH3:21])([CH3:20])[C:15]([NH2:22])=[O:16])=[N:8][CH:9]=1)([O-:3])=[O:2], predict the reactants needed to synthesize it. The reactants are: [N+:1]([C:4]1[CH:5]=[CH:6][C:7]([CH2:10][CH2:11][CH2:12][CH2:13][C:14]([CH3:21])([CH3:20])[C:15](OCC)=[O:16])=[N:8][CH:9]=1)([O-:3])=[O:2].[N+:22](C1C=CC(CCCCC(C)(C)C(O)=O)=NC=1)([O-])=O.C(N1C=CN=C1)(N1C=CN=C1)=O.N.[Cl-].[Na+]. (2) The reactants are: [C:1]([N:9]1[CH2:14][CH2:13][NH:12][CH2:11][CH2:10]1)(=[O:8])[C:2]1[CH:7]=[CH:6][CH:5]=[CH:4][CH:3]=1.C(=O)([O-])[O-].[K+].[K+].[CH3:21][C:22]1([O:25][CH2:24]1)[CH3:23]. Given the product [OH:25][C:22]([CH3:24])([CH3:23])[CH2:21][N:12]1[CH2:13][CH2:14][N:9]([C:1]([C:2]2[CH:7]=[CH:6][CH:5]=[CH:4][CH:3]=2)=[O:8])[CH2:10][CH2:11]1, predict the reactants needed to synthesize it. (3) Given the product [OH:14][C:11]1[CH:12]=[CH:13][C:4]([C:3]([O:2][CH3:1])=[O:15])=[CH:5][C:6]=1[C:7]([OH:9])=[O:8], predict the reactants needed to synthesize it. The reactants are: [CH3:1][O:2][C:3](=[O:15])[C:4]1[CH:13]=[CH:12][C:11]([OH:14])=[C:6]([C:7]([O:9]C)=[O:8])[CH:5]=1. (4) Given the product [Cl:1][C:2]1[N:10]=[C:9]([NH:11][C:30](=[O:31])[CH3:29])[N:8]=[C:7]2[C:3]=1[N:4]=[CH:5][N:6]2[CH2:12][C:13]1[CH:14]=[C:15]([O:23][CH3:24])[C:16]([O:21][CH3:22])=[C:17]([O:19][CH3:20])[CH:18]=1, predict the reactants needed to synthesize it. The reactants are: [Cl:1][C:2]1[N:10]=[C:9]([NH2:11])[N:8]=[C:7]2[C:3]=1[N:4]=[CH:5][N:6]2[CH2:12][C:13]1[CH:18]=[C:17]([O:19][CH3:20])[C:16]([O:21][CH3:22])=[C:15]([O:23][CH3:24])[CH:14]=1.[N+]([O-])(O)=O.[CH3:29][CH2:30][O:31]C(C)=O.CCCCCC. (5) Given the product [NH2:27][C:3]1[CH:2]=[CH:26][C:6]2[C:7]3[CH:13]=[CH:12][C:11]([S:14]([NH:17][C@@H:18]([CH:23]([CH3:24])[CH3:25])[C:19]([O:21][CH3:22])=[O:20])(=[O:15])=[O:16])=[CH:10][C:8]=3[O:9][C:5]=2[CH:4]=1, predict the reactants needed to synthesize it. The reactants are: Br[C:2]1[C:3]([N+:27]([O-])=O)=[CH:4][C:5]2[O:9][C:8]3[CH:10]=[C:11]([S:14]([NH:17][C@@H:18]([CH:23]([CH3:25])[CH3:24])[C:19]([O:21][CH3:22])=[O:20])(=[O:16])=[O:15])[CH:12]=[CH:13][C:7]=3[C:6]=2[CH:26]=1. (6) The reactants are: C[O:2][C:3]([C:5]1[CH:10]=[CH:9][C:8]([C:11]2[CH:16]=[CH:15][CH:14]=[CH:13][C:12]=2[CH3:17])=[C:7]([O:18][CH3:19])[CH:6]=1)=[O:4].CO.[OH-].[Na+]. Given the product [CH3:19][O:18][C:7]1[CH:6]=[C:5]([C:3]([OH:4])=[O:2])[CH:10]=[CH:9][C:8]=1[C:11]1[CH:16]=[CH:15][CH:14]=[CH:13][C:12]=1[CH3:17], predict the reactants needed to synthesize it.